This data is from Catalyst prediction with 721,799 reactions and 888 catalyst types from USPTO. The task is: Predict which catalyst facilitates the given reaction. (1) Reactant: [Br:1][C:2]1[CH:11]=[C:10]2[C:5]([CH:6]=[CH:7][N:8]=[C:9]2Cl)=[CH:4][C:3]=1[F:13].C([O-])(=[O:16])C.[NH4+]. Product: [Br:1][C:2]1[CH:11]=[C:10]2[C:5]([CH:6]=[CH:7][NH:8][C:9]2=[O:16])=[CH:4][C:3]=1[F:13]. The catalyst class is: 15. (2) Reactant: C(O)C.Cl[C:5]1[N:13]=[C:12]([NH2:14])[N:11]=[C:10]2[C:6]=1[N:7]=[C:8]([CH3:21])[N:9]2[CH:15]1[CH2:20][CH2:19][O:18][CH2:17][CH2:16]1.[N:22]1[CH:27]=[CH:26][C:25](B(O)O)=[CH:24][CH:23]=1.C([O-])([O-])=O.[K+].[K+]. Product: [CH3:21][C:8]1[N:9]([CH:15]2[CH2:20][CH2:19][O:18][CH2:17][CH2:16]2)[C:10]2[C:6]([N:7]=1)=[C:5]([C:25]1[CH:26]=[CH:27][N:22]=[CH:23][CH:24]=1)[N:13]=[C:12]([NH2:14])[N:11]=2. The catalyst class is: 694. (3) Reactant: [Br:1][C:2]1[CH:8]=[CH:7][C:6]([CH3:9])=[CH:5][C:3]=1[NH2:4].[N:10]([O-])=O.[Na+].[Sn](Cl)(Cl)(Cl)[Cl:15].[OH-].[Na+]. Product: [ClH:15].[Br:1][C:2]1[CH:8]=[CH:7][C:6]([CH3:9])=[CH:5][C:3]=1[NH:4][NH2:10]. The catalyst class is: 126. (4) Reactant: Br[C:2]([C:8]1[CH:13]=[CH:12][CH:11]=[CH:10][CH:9]=1)([CH3:7])[C:3]([O:5][CH3:6])=[O:4].[NH:14]1[CH2:19][CH2:18][O:17][CH2:16][CH2:15]1. Product: [N:14]1([C:2]([C:8]2[CH:13]=[CH:12][CH:11]=[CH:10][CH:9]=2)([CH3:7])[C:3]([O:5][CH3:6])=[O:4])[CH2:19][CH2:18][O:17][CH2:16][CH2:15]1. The catalyst class is: 47. (5) Reactant: [CH3:1][N:2]([CH2:4][C@H:5]1[C@:10]([OH:19])([C:11]2[CH:16]=[CH:15][CH:14]=[C:13]([O:17][CH3:18])[CH:12]=2)[CH2:9][CH2:8][CH2:7][CH2:6]1)[CH3:3].[CH3:20][C@H:21]([C:34]([OH:36])=[O:35])[C:22]1[CH:27]=[CH:26][C:25]2[CH:28]=[C:29]([O:32][CH3:33])[CH:30]=[CH:31][C:24]=2[CH:23]=1. Product: [CH3:3][N:2]([CH2:4][C@H:5]1[C@:10]([OH:19])([C:11]2[CH:16]=[CH:15][CH:14]=[C:13]([O:17][CH3:18])[CH:12]=2)[CH2:9][CH2:8][CH2:7][CH2:6]1)[CH3:1].[CH3:20][C@H:21]([C:34]([OH:36])=[O:35])[C:22]1[CH:27]=[CH:26][C:25]2[CH:28]=[C:29]([O:32][CH3:33])[CH:30]=[CH:31][C:24]=2[CH:23]=1. The catalyst class is: 32.